Dataset: Full USPTO retrosynthesis dataset with 1.9M reactions from patents (1976-2016). Task: Predict the reactants needed to synthesize the given product. (1) Given the product [Cl:1][C:2]1[CH:8]=[C:7]([O:9][CH3:10])[C:6]([F:11])=[CH:5][C:3]=1[C:18]#[N:19], predict the reactants needed to synthesize it. The reactants are: [Cl:1][C:2]1[CH:8]=[C:7]([O:9][CH3:10])[C:6]([F:11])=[CH:5][C:3]=1N.Cl.N([O-])=O.[Na+].[Cu][C:18]#[N:19].[C-]#N.[Na+]. (2) The reactants are: [NH2:1][C:2]1[CH:3]=[N:4][N:5]([CH:7]([C:22]2[CH:27]=[CH:26][CH:25]=[CH:24][CH:23]=2)[C:8]2(F)CCN(C(OC(C)(C)C)=O)CC2)[CH:6]=1.[CH3:28][S:29]CC(C1C=CC=CC=1)=O. Given the product [CH3:28][S:29][CH2:8][CH:7]([N:5]1[CH:6]=[C:2]([NH2:1])[CH:3]=[N:4]1)[C:22]1[CH:27]=[CH:26][CH:25]=[CH:24][CH:23]=1, predict the reactants needed to synthesize it. (3) Given the product [F:20][C:21]1[CH:22]=[C:23]([C:2]2[C:10]3[N:9]4[CH2:11][CH2:12][CH2:13][NH:14][C:15](=[O:16])[C:8]4=[C:7]([CH3:17])[C:6]=3[CH:5]=[C:4]([C:18]#[N:19])[CH:3]=2)[CH:24]=[C:25]([F:27])[CH:26]=1, predict the reactants needed to synthesize it. The reactants are: Br[C:2]1[C:10]2[N:9]3[CH2:11][CH2:12][CH2:13][NH:14][C:15](=[O:16])[C:8]3=[C:7]([CH3:17])[C:6]=2[CH:5]=[C:4]([C:18]#[N:19])[CH:3]=1.[F:20][C:21]1[CH:22]=[C:23](B(O)O)[CH:24]=[C:25]([F:27])[CH:26]=1. (4) The reactants are: [CH2:1]=[CH:2][C:3]1[CH:8]=[CH:7][CH:6]=[CH:5][CH:4]=1.[C:9](#[N:12])[CH:10]=[CH2:11]. Given the product [CH2:1]=[CH:2][C:3]1[CH:8]=[CH:7][CH:6]=[CH:5][CH:4]=1.[C:9](#[N:12])[CH:10]=[CH2:11], predict the reactants needed to synthesize it. (5) Given the product [NH2:1][C:2]1[C:17]([NH2:18])=[CH:16][C:5]([C:6]([NH:8][C:9]2[CH:14]=[CH:13][C:12]([Br:15])=[CH:11][CH:10]=2)=[O:7])=[C:4]([O:21][CH3:22])[CH:3]=1, predict the reactants needed to synthesize it. The reactants are: [NH2:1][C:2]1[C:17]([N+:18]([O-])=O)=[CH:16][C:5]([C:6]([NH:8][C:9]2[CH:14]=[CH:13][C:12]([Br:15])=[CH:11][CH:10]=2)=[O:7])=[C:4]([O:21][CH3:22])[CH:3]=1.C1COCC1.CCO. (6) Given the product [N+:2]([C:5]1[CH:6]=[C:7]([N:11]2[CH:18]=[N:13][CH:14]=[N:12]2)[CH:8]=[CH:9][CH:10]=1)([O-:4])=[O:3], predict the reactants needed to synthesize it. The reactants are: Cl.[N+:2]([C:5]1[CH:6]=[C:7]([NH:11][NH2:12])[CH:8]=[CH:9][CH:10]=1)([O-:4])=[O:3].[N:13]1[CH:18]=NC=N[CH:14]=1.C(=O)(O)[O-].[Na+]. (7) Given the product [CH3:14][O:15][C:16]1[CH:17]=[CH:18][C:19]2[C:24]([N:25]=1)=[C:23]1[CH2:26][CH:27]([CH2:29][C@H:30]3[CH2:35][CH2:34][C@H:33]([NH:36][CH2:12][C:9]4[CH:10]=[CH:11][C:5]5[O:4][CH2:3][C:2](=[O:1])[NH:7][C:6]=5[CH:8]=4)[CH2:32][CH2:31]3)[O:28][C:22]1=[CH:21][N:20]=2, predict the reactants needed to synthesize it. The reactants are: [O:1]=[C:2]1[NH:7][C:6]2[CH:8]=[C:9]([CH:12]=O)[CH:10]=[CH:11][C:5]=2[O:4][CH2:3]1.[CH3:14][O:15][C:16]1[CH:17]=[CH:18][C:19]2[C:24]([N:25]=1)=[C:23]1[CH2:26][CH:27]([CH2:29][C@H:30]3[CH2:35][CH2:34][C@H:33]([NH2:36])[CH2:32][CH2:31]3)[O:28][C:22]1=[CH:21][N:20]=2.C(O)(=O)C.C([BH3-])#N.[Na+]. (8) Given the product [CH2:15]([O:14][C:12]([C:8]1[CH:7]=[C:6]2[C:11]([C:3]([C:1]([OH:26])=[O:2])=[C:4]([CH:23]([CH3:24])[CH3:25])[N:5]2[CH2:17][C:18]2[O:19][CH:20]=[CH:21][N:22]=2)=[CH:10][CH:9]=1)=[O:13])[CH3:16], predict the reactants needed to synthesize it. The reactants are: [CH:1]([C:3]1[C:11]2[C:6](=[CH:7][C:8]([C:12]([O:14][CH2:15][CH3:16])=[O:13])=[CH:9][CH:10]=2)[N:5]([CH2:17][C:18]2[O:19][CH:20]=[CH:21][N:22]=2)[C:4]=1[CH:23]([CH3:25])[CH3:24])=[O:2].[O-:26]Cl=O.[Na+]. (9) Given the product [N:13]1[C:14]2[C:9](=[CH:8][CH:7]=[C:6]([C:30]([O:29][CH3:28])=[O:31])[CH:15]=2)[CH:10]=[CH:11][CH:12]=1, predict the reactants needed to synthesize it. The reactants are: FC(F)(F)C(O[C:6]1[CH:15]=[C:14]2[C:9]([CH:10]=[CH:11][CH:12]=[N:13]2)=[CH:8][CH:7]=1)=O.C(N(CC)CC)C.CN([CH:28]=[O:29])C.[CH3:30][OH:31]. (10) Given the product [CH:1]([C:4]1[S:13][C:12]2[S:11][C:10]3[CH:14]=[CH:15][CH:16]=[CH:17][C:9]=3[NH:8][C:7](=[S:28])[C:6]=2[CH:5]=1)([CH3:3])[CH3:2], predict the reactants needed to synthesize it. The reactants are: [CH:1]([C:4]1[S:13][C:12]2[S:11][C:10]3[CH:14]=[CH:15][CH:16]=[CH:17][C:9]=3[NH:8][C:7](=O)[C:6]=2[CH:5]=1)([CH3:3])[CH3:2].COC1C=CC(P2(=S)SP(=S)(C3C=CC(OC)=CC=3)[S:28]2)=CC=1.